Predict the reactants needed to synthesize the given product. From a dataset of Full USPTO retrosynthesis dataset with 1.9M reactions from patents (1976-2016). (1) The reactants are: [Cl:1][C:2]1[N:3]=[C:4]([Cl:11])[C:5]2[NH:10][CH:9]=[CH:8][C:6]=2[N:7]=1.C(=O)([O-])[O-].[K+].[K+].[F:18][C:19]([F:29])([F:28])[C:20]1[CH:27]=[CH:26][C:23]([CH2:24]Br)=[CH:22][CH:21]=1. Given the product [Cl:1][C:2]1[N:3]=[C:4]([Cl:11])[C:5]2[N:10]([CH2:24][C:23]3[CH:22]=[CH:21][C:20]([C:19]([F:18])([F:28])[F:29])=[CH:27][CH:26]=3)[CH:9]=[CH:8][C:6]=2[N:7]=1, predict the reactants needed to synthesize it. (2) Given the product [NH2:22][C:20]1[N:21]=[C:16]2[CH:15]=[CH:14][C:13]([C:12]3[N:11]([CH:23]4[CH2:28][CH2:27][N:26]([C:34]([O:33][C:30]([CH3:32])([CH3:31])[CH3:29])=[O:35])[CH2:25][CH2:24]4)[CH:10]=[N:9][C:8]=3[C:5]3[CH:6]=[CH:7][C:2]([F:1])=[CH:3][CH:4]=3)=[N:18][N:17]2[CH:19]=1, predict the reactants needed to synthesize it. The reactants are: [F:1][C:2]1[CH:7]=[CH:6][C:5]([C:8]2[N:9]=[CH:10][N:11]([CH:23]3[CH2:28][CH2:27][NH:26][CH2:25][CH2:24]3)[C:12]=2[C:13]2[CH:14]=[CH:15][C:16]3[N:17]([CH:19]=[C:20]([NH2:22])[N:21]=3)[N:18]=2)=[CH:4][CH:3]=1.[CH3:29][C:30]([O:33][C:34](O[C:34]([O:33][C:30]([CH3:32])([CH3:31])[CH3:29])=[O:35])=[O:35])([CH3:32])[CH3:31].